Dataset: Reaction yield outcomes from USPTO patents with 853,638 reactions. Task: Predict the reaction yield, written as a fraction of the theoretical maximum amount of product (1.0 means a 100% yield; for example, 0.34 means a 34% yield). (1) The reactants are [Br:1][C:2]1[CH:10]=[CH:9][C:5]([C:6]([OH:8])=[O:7])=[C:4]([N+:11]([O-:13])=[O:12])[CH:3]=1.[C:14]([O-])([O-])=O.[K+].[K+].CI. The catalyst is CN(C=O)C. The product is [Br:1][C:2]1[CH:10]=[CH:9][C:5]([C:6]([O:8][CH3:14])=[O:7])=[C:4]([N+:11]([O-:13])=[O:12])[CH:3]=1. The yield is 0.940. (2) The reactants are [NH2:1][N:2]1[CH2:7][CH2:6][CH2:5][CH2:4][CH2:3]1.C(N(CC)CC)C.[Cl:15][C:16]1[CH:21]=[CH:20][C:19]([CH:22]2[N:26]([C:27]3[CH:32]=[CH:31][C:30]([Cl:33])=[CH:29][C:28]=3[Cl:34])[N:25]=[C:24]([C:35](Cl)=[O:36])[CH2:23]2)=[CH:18][CH:17]=1. The catalyst is C(Cl)Cl. The product is [N:2]1([NH:1][C:35]([C:24]2[CH2:23][CH:22]([C:19]3[CH:20]=[CH:21][C:16]([Cl:15])=[CH:17][CH:18]=3)[N:26]([C:27]3[CH:32]=[CH:31][C:30]([Cl:33])=[CH:29][C:28]=3[Cl:34])[N:25]=2)=[O:36])[CH2:7][CH2:6][CH2:5][CH2:4][CH2:3]1. The yield is 0.570. (3) The reactants are [CH3:1][S:2][C:3]1[N:8]=[C:7]([C:9]2[S:13][C:12]([C:14]([OH:16])=O)=[CH:11][CH:10]=2)[CH:6]=[CH:5][N:4]=1.[NH:17]1[CH2:22][CH2:21][O:20][CH2:19][CH2:18]1.CCN=C=NCCCN(C)C.C1C=NC2N(O)N=NC=2C=1.C(N(CC)CC)C. The catalyst is ClCCl.O. The product is [CH3:1][S:2][C:3]1[N:8]=[C:7]([C:9]2[S:13][C:12]([C:14]([N:17]3[CH2:22][CH2:21][O:20][CH2:19][CH2:18]3)=[O:16])=[CH:11][CH:10]=2)[CH:6]=[CH:5][N:4]=1. The yield is 0.780. (4) The reactants are Cl[C:2]1[CH:7]=[C:6]([CH:8]2[CH2:10][CH2:9]2)[N:5]=[C:4]([C:11]2[CH:16]=[CH:15][CH:14]=[C:13]([Cl:17])[CH:12]=2)[N:3]=1.[NH2:18][C:19]1[CH:24]=[CH:23][C:22]([CH2:25][C:26]([NH2:28])=[O:27])=[CH:21][CH:20]=1. The catalyst is CN1C(=O)CCC1.O. The product is [Cl:17][C:13]1[CH:12]=[C:11]([C:4]2[N:3]=[C:2]([NH:18][C:19]3[CH:20]=[CH:21][C:22]([CH2:25][C:26]([NH2:28])=[O:27])=[CH:23][CH:24]=3)[CH:7]=[C:6]([CH:8]3[CH2:10][CH2:9]3)[N:5]=2)[CH:16]=[CH:15][CH:14]=1. The yield is 0.780. (5) The reactants are [NH2:1][C:2](=[O:18])[C@@H:3]([NH:7][C:8](=[O:17])[O:9][CH2:10][C:11]1[CH:16]=[CH:15][CH:14]=[CH:13][CH:12]=1)[C@H:4]([OH:6])[CH3:5].CCN(CC)CC.[CH3:26][C:27](OC(C)=O)=[O:28]. The catalyst is C(Cl)Cl.CN(C1C=CN=CC=1)C. The product is [C:27]([O:6][C@@H:4]([C@H:3]([NH:7][C:8]([O:9][CH2:10][C:11]1[CH:16]=[CH:15][CH:14]=[CH:13][CH:12]=1)=[O:17])[C:2]([NH2:1])=[O:18])[CH3:5])(=[O:28])[CH3:26]. The yield is 0.803. (6) The reactants are [CH3:1][C@H:2]1[CH2:7][CH2:6][C@H:5]([C:8](Cl)=[O:9])[CH2:4][CH2:3]1.[CH3:11][O:12][C:13]([C:15]1[S:16][CH:17]=[CH:18][C:19]=1[NH:20][CH:21]1[CH2:30][CH2:29][C:24]2([O:28][CH2:27][CH2:26][O:25]2)[CH2:23][CH2:22]1)=[O:14].N1C=CC=CC=1.CO. The catalyst is C1(C)C=CC=CC=1. The product is [CH3:11][O:12][C:13]([C:15]1[S:16][CH:17]=[CH:18][C:19]=1[N:20]([CH:21]1[CH2:30][CH2:29][C:24]2([O:28][CH2:27][CH2:26][O:25]2)[CH2:23][CH2:22]1)[C:8]([C@H:5]1[CH2:6][CH2:7][C@H:2]([CH3:1])[CH2:3][CH2:4]1)=[O:9])=[O:14]. The yield is 0.680. (7) The reactants are Cl[C:2]1[N:7]=[CH:6][C:5]2[CH:8]=[N:9][N:10]([C:11]3[N:16]=[C:15]([C:17]4[CH2:18][CH2:19][N:20]([C:23]([O:25][C:26]([CH3:29])([CH3:28])[CH3:27])=[O:24])[CH2:21][CH:22]=4)[CH:14]=[CH:13][CH:12]=3)[C:4]=2[CH:3]=1.C[Sn](C)(C)[C:32]1[CH:37]=[N:36][CH:35]=[C:34]([CH3:38])[N:33]=1. The catalyst is CN(C)C(=O)C.C1(P(C2C=CC=CC=2)C2C=CC=CC=2)C=CC=CC=1.C1(P(C2C=CC=CC=2)C2C=CC=CC=2)C=CC=CC=1.C1(P(C2C=CC=CC=2)C2C=CC=CC=2)C=CC=CC=1.C1(P(C2C=CC=CC=2)C2C=CC=CC=2)C=CC=CC=1.[Pd]. The product is [CH3:38][C:34]1[N:33]=[C:32]([C:2]2[N:7]=[CH:6][C:5]3[CH:8]=[N:9][N:10]([C:11]4[N:16]=[C:15]([C:17]5[CH2:18][CH2:19][N:20]([C:23]([O:25][C:26]([CH3:28])([CH3:29])[CH3:27])=[O:24])[CH2:21][CH:22]=5)[CH:14]=[CH:13][CH:12]=4)[C:4]=3[CH:3]=2)[CH:37]=[N:36][CH:35]=1. The yield is 0.720. (8) The reactants are [Br:1][C:2]1[CH:3]=[C:4]2[C:10]([CH2:11][C:12]3[CH:17]=[CH:16][C:15]([N:18]([CH3:20])[CH3:19])=[CH:14][CH:13]=3)=[N:9][NH:8][C:5]2=[N:6][CH:7]=1.[H-].[Na+].[C:23]([O:29][CH2:30]Cl)(=[O:28])[C:24]([CH3:27])([CH3:26])[CH3:25].[Cl-].[NH4+]. The catalyst is CN(C)C=O. The product is [Br:1][C:2]1[CH:3]=[C:4]2[C:10]([CH2:11][C:12]3[CH:17]=[CH:16][C:15]([N:18]([CH3:19])[CH3:20])=[CH:14][CH:13]=3)=[N:9][N:8]([CH2:30][O:29][C:23](=[O:28])[C:24]([CH3:27])([CH3:26])[CH3:25])[C:5]2=[N:6][CH:7]=1. The yield is 0.770. (9) The reactants are Cl[C:2]1[N:7]=[C:6]([NH:8][C@@H:9]([C:11]2[CH:16]=[CH:15][CH:14]=[C:13]([O:17][CH3:18])[CH:12]=2)[CH3:10])[C:5]([Cl:19])=[CH:4][N:3]=1.[NH2:20][C:21]1[CH:22]=[C:23]([CH:26]=[CH:27][CH:28]=1)[CH2:24][OH:25].O.C1(C)C=CC(S(O)(=O)=O)=CC=1.C([O-])(O)=O.[Na+]. The catalyst is O1CCOCC1. The product is [Cl:19][C:5]1[C:6]([NH:8][C@@H:9]([C:11]2[CH:16]=[CH:15][CH:14]=[C:13]([O:17][CH3:18])[CH:12]=2)[CH3:10])=[N:7][C:2]([NH:20][C:21]2[CH:22]=[C:23]([CH2:24][OH:25])[CH:26]=[CH:27][CH:28]=2)=[N:3][CH:4]=1. The yield is 0.960.